From a dataset of HIV replication inhibition screening data with 41,000+ compounds from the AIDS Antiviral Screen. Binary Classification. Given a drug SMILES string, predict its activity (active/inactive) in a high-throughput screening assay against a specified biological target. (1) The molecule is CC#CCCCC1(C)CCNC1=S. The result is 0 (inactive). (2) The molecule is O=C(O)CC(NC(=O)CP(=O)(O)O)C(=O)O. The result is 0 (inactive). (3) The drug is COC(=O)C(=C(C)c1ccco1)P(=O)(OC)OC. The result is 0 (inactive). (4) The drug is COc1ccc(-c2cc[n+]([O-])c(C)c2C)c(OC)c1OC. The result is 0 (inactive). (5) The result is 0 (inactive). The molecule is C#CC1=CC(=O)C(OC)=CC1=O. (6) The molecule is COC(OC)C(C)C(O)C(C)(O)C1OC(C)(C)OC(C(C)C=C(C)C)C1C. The result is 0 (inactive). (7) The drug is O=C(Nc1cc(Cl)c(Cl)cc1Cl)C(=O)C(C(=O)c1ccc2ccccc2c1)C1OC(=O)c2ccccc21. The result is 0 (inactive). (8) The drug is COc1c(OC(C)C)c(OC(C)C)c2oc(=O)n3c2c1C(c1ccccc1-n1c(C)ccc1C)C=C3. The result is 0 (inactive). (9) The drug is CC1S(=O)C(C)S(=O)C(C)S1=O. The result is 0 (inactive).